Dataset: Full USPTO retrosynthesis dataset with 1.9M reactions from patents (1976-2016). Task: Predict the reactants needed to synthesize the given product. (1) Given the product [Cl:3][C:4]1[CH:29]=[CH:28][C:7]2[O:8][C:9]3[CH:27]=[CH:26][CH:25]=[CH:24][C:10]=3[C@@H:11]3[C@H:16]([N:17]([CH3:30])[C:18](=[O:23])[C:19]([F:22])([F:21])[F:20])[CH2:15][CH2:14][CH2:13][N:12]3[C:6]=2[CH:5]=1, predict the reactants needed to synthesize it. The reactants are: [H-].[Na+].[Cl:3][C:4]1[CH:29]=[CH:28][C:7]2[O:8][C:9]3[CH:27]=[CH:26][CH:25]=[CH:24][C:10]=3[C@@H:11]3[C@H:16]([NH:17][C:18](=[O:23])[C:19]([F:22])([F:21])[F:20])[CH2:15][CH2:14][CH2:13][N:12]3[C:6]=2[CH:5]=1.[CH3:30]I. (2) Given the product [F:21][C:18]1[CH:19]=[CH:20][C:15]([C:14]2[CH:13]=[C:12]([CH3:24])[N:11]=[CH:10][C:9]=2[N:7]([CH3:8])[C:5](=[O:6])[C:4]2[CH:3]=[C:2]([S:36][CH2:35][CH2:34][Si:33]([CH3:38])([CH3:37])[CH3:32])[CH:27]=[C:26]([C:28]([F:29])([F:30])[F:31])[CH:25]=2)=[C:16]([O:22][CH3:23])[CH:17]=1, predict the reactants needed to synthesize it. The reactants are: Br[C:2]1[CH:3]=[C:4]([CH:25]=[C:26]([C:28]([F:31])([F:30])[F:29])[CH:27]=1)[C:5]([N:7]([C:9]1[CH:10]=[N:11][C:12]([CH3:24])=[CH:13][C:14]=1[C:15]1[CH:20]=[CH:19][C:18]([F:21])=[CH:17][C:16]=1[O:22][CH3:23])[CH3:8])=[O:6].[CH3:32][Si:33]([CH3:38])([CH3:37])[CH2:34][CH2:35][SH:36].C1(P(C2C=CC=CC=2)C2C3OC4C(=CC=CC=4P(C4C=CC=CC=4)C4C=CC=CC=4)C(C)(C)C=3C=CC=2)C=CC=CC=1.CCN(C(C)C)C(C)C.[NH4+].[Cl-]. (3) Given the product [F:10][C:11]1[CH:12]=[CH:13][C:14]([C:20]([F:23])([F:22])[F:21])=[C:15]([CH:19]=1)[C:16]([N:50]1[CH2:51][CH:46]2[CH2:52][CH:49]1[CH2:48][N:47]2[C:53](=[O:69])[CH2:54][NH:55][C:56]([C:58]1[CH:62]=[C:61]([C:63]2[CH:68]=[CH:67][CH:66]=[CH:65][CH:64]=2)[NH:60][N:59]=1)=[O:57])=[O:18], predict the reactants needed to synthesize it. The reactants are: CCN(C(C)C)C(C)C.[F:10][C:11]1[CH:12]=[CH:13][C:14]([C:20]([F:23])([F:22])[F:21])=[C:15]([CH:19]=1)[C:16]([OH:18])=O.C1C=CC2N(O)N=NC=2C=1.CCN=C=NCCCN(C)C.Cl.[CH:46]12[CH2:52][CH:49]([NH:50][CH2:51]1)[CH2:48][N:47]2[C:53](=[O:69])[CH2:54][NH:55][C:56]([C:58]1[CH:62]=[C:61]([C:63]2[CH:68]=[CH:67][CH:66]=[CH:65][CH:64]=2)[NH:60][N:59]=1)=[O:57].